Predict the reactants needed to synthesize the given product. From a dataset of Full USPTO retrosynthesis dataset with 1.9M reactions from patents (1976-2016). (1) Given the product [Br:1][CH2:2][CH2:3][CH2:4][CH2:5][CH2:6][CH2:7]/[CH:8]=[CH:9]\[O:19][C:16]1[CH:17]=[CH:18][C:13]([O:12][CH3:10])=[CH:14][CH:15]=1, predict the reactants needed to synthesize it. The reactants are: [Br:1][CH2:2][CH2:3][CH2:4][CH2:5][CH2:6][CH2:7][CH:8]=[CH2:9].[CH:10]([O:12][C:13]1[CH:18]=[CH:17][C:16]([O:19]C)=[CH:15][CH:14]=1)=C. (2) Given the product [N+:16]([C:5]1[CH:4]=[C:3]2[CH:2]=[CH:1][CH:10]=[C:9]3[C:8]2=[C:7]([CH:6]=1)[C:14](=[O:15])[N:19]([CH2:20][CH2:21][CH2:22][C:23]([OH:25])=[O:24])[C:11]3=[O:13])([O-:18])=[O:17], predict the reactants needed to synthesize it. The reactants are: [CH:1]1[CH:10]=[C:9]2[C:11]([O:13][C:14](=[O:15])[C:7]3=[C:8]2[C:3](=[CH:4][C:5]([N+:16]([O-:18])=[O:17])=[CH:6]3)[CH:2]=1)=O.[NH2:19][CH2:20][CH2:21][CH2:22][C:23]([OH:25])=[O:24].C([O-])(=O)C.[Na+].